From a dataset of Reaction yield outcomes from USPTO patents with 853,638 reactions. Predict the reaction yield, written as a fraction of the theoretical maximum amount of product (1.0 means a 100% yield; for example, 0.34 means a 34% yield). The reactants are [ClH:1].[O:2]1[C:6]2([CH2:11][CH2:10][CH2:9][NH:8][CH2:7]2)[O:5][CH2:4][CH2:3]1.[CH2:12](O)C. The catalyst is [Pd]. The product is [ClH:1].[CH3:12][CH:11]1[C:6]2([O:5][CH2:4][CH2:3][O:2]2)[CH2:7][NH:8][CH2:9][CH2:10]1. The yield is 0.990.